From a dataset of Reaction yield outcomes from USPTO patents with 853,638 reactions. Predict the reaction yield, written as a fraction of the theoretical maximum amount of product (1.0 means a 100% yield; for example, 0.34 means a 34% yield). (1) The reactants are [OH:1][C:2]1[CH:11]=[C:10]([O:12][CH2:13][O:14][CH3:15])[C:9]([CH:16]([CH3:18])[CH3:17])=[CH:8][C:3]=1[C:4]([O:6][CH3:7])=[O:5].C(=O)([O-])[O-].[K+].[K+].[CH2:25](Br)[CH:26]=[CH2:27]. The catalyst is C(#N)C. The product is [CH2:27]([O:1][C:2]1[CH:11]=[C:10]([O:12][CH2:13][O:14][CH3:15])[C:9]([CH:16]([CH3:18])[CH3:17])=[CH:8][C:3]=1[C:4]([O:6][CH3:7])=[O:5])[CH:26]=[CH2:25]. The yield is 0.970. (2) The reactants are Br[C:2]1[CH:3]=[N:4][C:5]([N:8]2[CH2:13][CH2:12][N:11]([C:14]([O:16][C:17]([CH3:20])([CH3:19])[CH3:18])=[O:15])[CH2:10][CH2:9]2)=[N:6][CH:7]=1.[B:21]1([B:21]2[O:25][C:24]([CH3:27])([CH3:26])[C:23]([CH3:29])([CH3:28])[O:22]2)[O:25][C:24]([CH3:27])([CH3:26])[C:23]([CH3:29])([CH3:28])[O:22]1.C([O-])(=O)C.[K+].CCOC(C)=O. The catalyst is O1CCOCC1. The product is [CH3:28][C:23]1([CH3:29])[C:24]([CH3:27])([CH3:26])[O:25][B:21]([C:2]2[CH:3]=[N:4][C:5]([N:8]3[CH2:13][CH2:12][N:11]([C:14]([O:16][C:17]([CH3:20])([CH3:19])[CH3:18])=[O:15])[CH2:10][CH2:9]3)=[N:6][CH:7]=2)[O:22]1. The yield is 0.440. (3) The reactants are [S:1]1[C:5]2[CH:6]=[CH:7][CH:8]=[CH:9][C:4]=2[N:3]=[C:2]1[NH:10][C@H:11]1[CH2:14][C@H:13]([NH2:15])[CH2:12]1.C(=O)([O-])[O-].[Cs+].[Cs+].Cl[C:23]1[C:28]([N+:29]([O-:31])=[O:30])=[CH:27][CH:26]=[CH:25][N:24]=1. The catalyst is CS(C)=O. The product is [S:1]1[C:5]2[CH:6]=[CH:7][CH:8]=[CH:9][C:4]=2[N:3]=[C:2]1[NH:10][C@H:11]1[CH2:12][C@H:13]([NH:15][C:23]2[C:28]([N+:29]([O-:31])=[O:30])=[CH:27][CH:26]=[CH:25][N:24]=2)[CH2:14]1. The yield is 0.750. (4) The reactants are [Cl:1][C:2]1[C:7]([C:8]2[C:9](=[O:27])[N:10]([CH2:25][CH3:26])[C:11]3[C:16]([CH:17]=2)=[CH:15][N:14]=[C:13]([NH:18][CH2:19][CH2:20][CH2:21][N:22]([CH3:24])[CH3:23])[CH:12]=3)=[CH:6][C:5]([NH:28][C:29]([NH:31][C:32]2[CH:37]=[CH:36][CH:35]=[CH:34][CH:33]=2)=[O:30])=[C:4]([F:38])[CH:3]=1.[ClH:39]. The catalyst is CO.CCOC(C)=O. The yield is 0.800. The product is [ClH:1].[ClH:39].[Cl:1][C:2]1[C:7]([C:8]2[C:9](=[O:27])[N:10]([CH2:25][CH3:26])[C:11]3[C:16]([CH:17]=2)=[CH:15][N:14]=[C:13]([NH:18][CH2:19][CH2:20][CH2:21][N:22]([CH3:23])[CH3:24])[CH:12]=3)=[CH:6][C:5]([NH:28][C:29]([NH:31][C:32]2[CH:33]=[CH:34][CH:35]=[CH:36][CH:37]=2)=[O:30])=[C:4]([F:38])[CH:3]=1. (5) The reactants are [NH2:1][NH:2][C:3](=[N:18][C:19]1[CH:24]=[CH:23][C:22]([C:25]2[CH:30]=[CH:29][C:28]([C:31]([F:34])([F:33])[F:32])=[CH:27][CH:26]=2)=[CH:21][C:20]=1[C:35]1[NH:39][N:38]=[N:37][N:36]=1)[C:4]1[CH:9]=[C:8]([C:10]([F:13])([F:12])[F:11])[CH:7]=[C:6]([C:14]([F:17])([F:16])[F:15])[CH:5]=1.Cl[C:41](Cl)([O:43]C(=O)OC(Cl)(Cl)Cl)Cl. The catalyst is N1C=CC=CC=1. The product is [F:11][C:10]([F:13])([F:12])[C:8]1[CH:9]=[C:4]([C:3]2[N:18]([C:19]3[CH:24]=[CH:23][C:22]([C:25]4[CH:26]=[CH:27][C:28]([C:31]([F:32])([F:33])[F:34])=[CH:29][CH:30]=4)=[CH:21][C:20]=3[C:35]3[N:36]=[N:37][NH:38][N:39]=3)[C:41](=[O:43])[NH:1][N:2]=2)[CH:5]=[C:6]([C:14]([F:16])([F:17])[F:15])[CH:7]=1. The yield is 0.110. (6) The catalyst is N1C=CC=CC=1.C1COCC1. The yield is 0.760. The product is [Cl:1][C:2]1[CH:7]=[CH:6][CH:5]=[CH:4][C:3]=1[CH:8]([NH2:20])[CH2:9][C:10]1[CH:15]=[CH:14][N:13]=[CH:12][CH:11]=1. The reactants are [Cl:1][C:2]1[CH:7]=[CH:6][CH:5]=[CH:4][C:3]=1[C:8](=O)[CH2:9][C:10]1[CH:15]=[CH:14][N:13]=[CH:12][CH:11]=1.Cl.O([NH2:20])C.O.[OH-].[Na+].